From a dataset of Peptide-MHC class I binding affinity with 185,985 pairs from IEDB/IMGT. Regression. Given a peptide amino acid sequence and an MHC pseudo amino acid sequence, predict their binding affinity value. This is MHC class I binding data. (1) The peptide sequence is RADEEQQQA. The MHC is HLA-B35:01 with pseudo-sequence HLA-B35:01. The binding affinity (normalized) is 0. (2) The peptide sequence is ITLILSNKL. The MHC is HLA-A02:01 with pseudo-sequence HLA-A02:01. The binding affinity (normalized) is 0.185. (3) The peptide sequence is FMSRKLHRY. The MHC is HLA-A01:01 with pseudo-sequence HLA-A01:01. The binding affinity (normalized) is 0.789. (4) The peptide sequence is AMLCNVSLV. The MHC is H-2-Kb with pseudo-sequence H-2-Kb. The binding affinity (normalized) is 0.461. (5) The peptide sequence is DPHGPVQLSYYD. The MHC is HLA-A30:02 with pseudo-sequence HLA-A30:02. The binding affinity (normalized) is 0.